From a dataset of NCI-60 drug combinations with 297,098 pairs across 59 cell lines. Regression. Given two drug SMILES strings and cell line genomic features, predict the synergy score measuring deviation from expected non-interaction effect. (1) Drug 1: CC1OCC2C(O1)C(C(C(O2)OC3C4COC(=O)C4C(C5=CC6=C(C=C35)OCO6)C7=CC(=C(C(=C7)OC)O)OC)O)O. Drug 2: CCC1=C2N=C(C=C(N2N=C1)NCC3=C[N+](=CC=C3)[O-])N4CCCCC4CCO. Cell line: SK-OV-3. Synergy scores: CSS=33.0, Synergy_ZIP=1.09, Synergy_Bliss=2.12, Synergy_Loewe=-21.1, Synergy_HSA=-0.292. (2) Drug 1: C1=C(C(=O)NC(=O)N1)N(CCCl)CCCl. Drug 2: C1C(C(OC1N2C=C(C(=O)NC2=O)F)CO)O. Cell line: UO-31. Synergy scores: CSS=21.0, Synergy_ZIP=-10.3, Synergy_Bliss=-14.3, Synergy_Loewe=-13.3, Synergy_HSA=-9.75. (3) Drug 1: CN1CCC(CC1)COC2=C(C=C3C(=C2)N=CN=C3NC4=C(C=C(C=C4)Br)F)OC. Drug 2: CN(C(=O)NC(C=O)C(C(C(CO)O)O)O)N=O. Cell line: PC-3. Synergy scores: CSS=4.10, Synergy_ZIP=-4.23, Synergy_Bliss=-3.94, Synergy_Loewe=-3.01, Synergy_HSA=-2.87. (4) Drug 1: CC12CCC(CC1=CCC3C2CCC4(C3CC=C4C5=CN=CC=C5)C)O. Drug 2: C1C(C(OC1N2C=C(C(=O)NC2=O)F)CO)O. Cell line: HCT116. Synergy scores: CSS=49.1, Synergy_ZIP=2.17, Synergy_Bliss=4.89, Synergy_Loewe=-6.43, Synergy_HSA=6.28.